From a dataset of Catalyst prediction with 721,799 reactions and 888 catalyst types from USPTO. Predict which catalyst facilitates the given reaction. (1) Reactant: [H-].[Na+].[C:3]([C:6]1[CH:19]=[CH:18][CH:17]=[CH:16][C:7]=1[O:8][C:9]1[CH:14]=[N:13][NH:12][C:11](=[O:15])[CH:10]=1)(=[O:5])[CH3:4].CN(C)C=O.[CH3:25][O:26][C:27](=[O:36])[CH:28](Br)[CH2:29][CH:30]1[CH2:34][CH2:33][CH2:32][CH2:31]1. Product: [CH3:25][O:26][C:27](=[O:36])[CH:28]([N:12]1[C:11](=[O:15])[CH:10]=[C:9]([O:8][C:7]2[CH:16]=[CH:17][CH:18]=[CH:19][C:6]=2[C:3](=[O:5])[CH3:4])[CH:14]=[N:13]1)[CH2:29][CH:30]1[CH2:31][CH2:32][CH2:33][CH2:34]1. The catalyst class is: 7. (2) Reactant: [Br-:1].[Br-].C1(P(C2C=CC=CC=2)C2C=CC=CC=2)C=CC=CC=1.[CH2:22]([O:29][CH2:30][CH2:31][O:32][CH2:33][C:34]1[CH:35]=[C:36]([CH2:40][CH2:41]OC2CCCCO2)[CH:37]=[CH:38][CH:39]=1)[C:23]1[CH:28]=[CH:27][CH:26]=[CH:25][CH:24]=1. Product: [CH2:22]([O:29][CH2:30][CH2:31][O:32][CH2:33][C:34]1[CH:39]=[CH:38][CH:37]=[C:36]([CH2:40][CH2:41][Br:1])[CH:35]=1)[C:23]1[CH:28]=[CH:27][CH:26]=[CH:25][CH:24]=1. The catalyst class is: 2. (3) Reactant: [CH2:1]([O:3][C:4](=[O:12])[CH2:5][C:6]1[CH:11]=[CH:10][N:9]=[CH:8][CH:7]=1)[CH3:2]. Product: [CH2:1]([O:3][C:4](=[O:12])[CH2:5][CH:6]1[CH2:11][CH2:10][NH:9][CH2:8][CH2:7]1)[CH3:2]. The catalyst class is: 810. (4) Reactant: [CH3:1][O:2][C:3]1[CH:4]=[C:5]([NH:15][C:16]([NH2:18])=[S:17])[CH:6]=[CH:7][C:8]=1[N:9]1[CH:13]=[C:12]([CH3:14])[N:11]=[CH:10]1.Br.BrC1[C:26](=O)[CH:25]([C:28]2[CH:33]=[CH:32][CH:31]=[CH:30][C:29]=2[Cl:34])[CH2:24][CH2:23][CH2:22]1.C([N:38]([CH2:42][CH3:43])C(C)C)(C)C. Product: [CH2:42]([N:38]1[CH2:26][CH:25]([C:28]2[CH:33]=[CH:32][CH:31]=[CH:30][C:29]=2[Cl:34])[C:24]2[N:18]=[C:16]([NH:15][C:5]3[CH:6]=[CH:7][C:8]([N:9]4[CH:13]=[C:12]([CH3:14])[N:11]=[CH:10]4)=[C:3]([O:2][CH3:1])[CH:4]=3)[S:17][C:23]=2[CH2:22]1)[C:43]1[CH:5]=[CH:4][CH:3]=[CH:8][CH:7]=1. The catalyst class is: 8. (5) Reactant: [N:1]1([C:7]2[N:8]=[C:9]3[NH:17][C@H:16]([C:18]([F:21])([F:20])[F:19])[CH2:15][CH2:14][N:10]3[C:11](=[O:13])[CH:12]=2)[CH2:6][CH2:5][O:4][CH2:3][CH2:2]1.C(=O)([O-])[O-].[Cs+].[Cs+].Br[CH2:29][C:30]1[CH:35]=[CH:34][C:33]([F:36])=[C:32]([F:37])[C:31]=1[F:38]. Product: [N:1]1([C:7]2[N:8]=[C:9]3[N:17]([CH2:29][C:30]4[CH:35]=[CH:34][C:33]([F:36])=[C:32]([F:37])[C:31]=4[F:38])[C@H:16]([C:18]([F:20])([F:21])[F:19])[CH2:15][CH2:14][N:10]3[C:11](=[O:13])[CH:12]=2)[CH2:6][CH2:5][O:4][CH2:3][CH2:2]1. The catalyst class is: 9.